From a dataset of Forward reaction prediction with 1.9M reactions from USPTO patents (1976-2016). Predict the product of the given reaction. Given the reactants [Cl-:1].[Cr+3:2].[NH:3]1[C:7]2[CH:8]=[CH:9][CH:10]=[CH:11][C:6]=2[N:5]=[C:4]1[CH2:12][NH:13][CH2:14][C:15]1[NH:19][C:18]2[CH:20]=[CH:21][CH:22]=[CH:23][C:17]=2[N:16]=1.[Cl-].[Cl-].[K+].[Br-], predict the reaction product. The product is: [Cl-:1].[Cr+3:2].[NH:3]1[C:7]2[CH:8]=[CH:9][CH:10]=[CH:11][C:6]=2[N:5]=[C:4]1[CH2:12][N:13]([CH2:14][C:15]1[NH:16][C:17]2[CH:23]=[CH:22][CH:21]=[CH:20][C:18]=2[N:19]=1)[CH:6]1[CH2:11][CH2:10][CH2:9][CH2:8][CH2:7]1.[Cl-:1].[Cl-:1].